Predict the reaction yield, written as a fraction of the theoretical maximum amount of product (1.0 means a 100% yield; for example, 0.34 means a 34% yield). From a dataset of Reaction yield outcomes from USPTO patents with 853,638 reactions. The reactants are C[O:2][C:3](=O)[C:4]([N:7]1[C:15]2[C:14]([F:16])=[CH:13][N:12]=[CH:11][C:10]=2[C:9]([I:17])=[CH:8]1)([CH3:6])[CH3:5].CC(C[AlH]CC(C)C)C. The catalyst is C1COCC1. The product is [F:16][C:14]1[C:15]2[N:7]([C:4]([CH3:5])([CH3:6])[CH2:3][OH:2])[CH:8]=[C:9]([I:17])[C:10]=2[CH:11]=[N:12][CH:13]=1. The yield is 0.650.